Dataset: Full USPTO retrosynthesis dataset with 1.9M reactions from patents (1976-2016). Task: Predict the reactants needed to synthesize the given product. Given the product [CH3:31][O:30][C:27]1[CH:28]=[CH:29][C:22]2[NH:21][C:20](=[O:32])[N:19]([CH:16]3[CH2:15][CH2:14][N:13]([C:10]4[N:11]=[N:12][C:7](=[O:3])[CH:8]([C:33]([C:35]5[CH:44]=[C:43]([CH3:45])[C:38]6[NH:39][C:40](=[O:42])[O:41][C:37]=6[CH:36]=5)=[O:34])[CH:9]=4)[CH2:18][CH2:17]3)[CH2:25][CH2:24][C:23]=2[CH:26]=1, predict the reactants needed to synthesize it. The reactants are: C([O-])(=[O:3])C.[K+].Cl[C:7]1[N:12]=[N:11][C:10]([N:13]2[CH2:18][CH2:17][CH:16]([N:19]3[CH2:25][CH2:24][C:23]4[CH:26]=[C:27]([O:30][CH3:31])[CH:28]=[CH:29][C:22]=4[NH:21][C:20]3=[O:32])[CH2:15][CH2:14]2)=[CH:9][C:8]=1[C:33]([C:35]1[CH:44]=[C:43]([CH3:45])[C:38]2[NH:39][C:40](=[O:42])[O:41][C:37]=2[CH:36]=1)=[O:34].